From a dataset of Catalyst prediction with 721,799 reactions and 888 catalyst types from USPTO. Predict which catalyst facilitates the given reaction. (1) Reactant: [CH:1]1([N:8]2[C:12]3=[C:13]4[CH:19]=[CH:18][NH:17][C:14]4=[N:15][CH:16]=[C:11]3[C:10]([NH:20]C(=O)C(NCCOC)=O)=[N:9]2)[CH2:7][CH2:6][CH2:5][CH2:4][CH2:3][CH2:2]1.[OH-].[Na+]. Product: [CH:1]1([N:8]2[C:12]3=[C:13]4[CH:19]=[CH:18][NH:17][C:14]4=[N:15][CH:16]=[C:11]3[C:10]([NH2:20])=[N:9]2)[CH2:2][CH2:3][CH2:4][CH2:5][CH2:6][CH2:7]1. The catalyst class is: 5. (2) Reactant: [CH:1]1([C:4]2[N:5]=[C:6]3[CH:11]=[CH:10][C:9]([N+:12]([O-])=O)=[CH:8][N:7]3[C:15]=2[CH3:16])[CH2:3][CH2:2]1.[F:17][C:18]([F:35])([F:34])[C:19]1[CH:20]=[CH:21][C:22]([C:25]2[CH:30]=[CH:29][C:28]([C:31](O)=[O:32])=[CH:27][CH:26]=2)=[N:23][CH:24]=1.[ClH:36].C(OCC)(=O)C. Product: [ClH:36].[CH:1]1([C:4]2[N:5]=[C:6]3[CH:11]=[CH:10][C:9]([NH:12][C:31](=[O:32])[C:28]4[CH:27]=[CH:26][C:25]([C:22]5[CH:21]=[CH:20][C:19]([C:18]([F:35])([F:17])[F:34])=[CH:24][N:23]=5)=[CH:30][CH:29]=4)=[CH:8][N:7]3[C:15]=2[CH3:16])[CH2:3][CH2:2]1. The catalyst class is: 13. (3) Reactant: [NH2:1][C:2]1[N:7]=[CH:6][N:5]=[C:4]2[N:8]([C@H:32]3[CH2:37][CH2:36][C@H:35]([N:38]4[CH2:43][CH2:42][N:41]([CH3:44])[CH2:40][CH2:39]4)[CH2:34][CH2:33]3)[N:9]=[C:10]([C:11]3[CH:16]=[CH:15][C:14]([NH:17][C:18]([C:20]4[N:21]([CH3:29])[C:22]5[C:27]([CH:28]=4)=[CH:26][CH:25]=[CH:24][CH:23]=5)=[O:19])=[C:13]([O:30][CH3:31])[CH:12]=3)[C:3]=12.[CH3:45][S:46]([OH:49])(=[O:48])=[O:47]. Product: [S:46]([OH:49])(=[O:48])(=[O:47])[CH3:45].[S:46]([OH:49])(=[O:48])(=[O:47])[CH3:45].[NH2:1][C:2]1[N:7]=[CH:6][N:5]=[C:4]2[N:8]([C@H:32]3[CH2:33][CH2:34][C@H:35]([N:38]4[CH2:43][CH2:42][N:41]([CH3:44])[CH2:40][CH2:39]4)[CH2:36][CH2:37]3)[N:9]=[C:10]([C:11]3[CH:16]=[CH:15][C:14]([NH:17][C:18]([C:20]4[N:21]([CH3:29])[C:22]5[C:27]([CH:28]=4)=[CH:26][CH:25]=[CH:24][CH:23]=5)=[O:19])=[C:13]([O:30][CH3:31])[CH:12]=3)[C:3]=12. The catalyst class is: 13. (4) Reactant: Cl[C:2]1[N:7]=[C:6]([NH:8][C@H:9]([CH2:13][CH:14]2[CH2:16][CH2:15]2)[C:10]([NH2:12])=[O:11])[CH:5]=[N:4][C:3]=1[C:17]#[N:18].[NH2:19][C:20]1[CH:21]=[N:22][C:23]2[C:28]([CH:29]=1)=[CH:27][CH:26]=[CH:25][CH:24]=2.C([O-])([O-])=O.[K+].[K+].C1C=CC(P(C2C(C3C(P(C4C=CC=CC=4)C4C=CC=CC=4)=CC=C4C=3C=CC=C4)=C3C(C=CC=C3)=CC=2)C2C=CC=CC=2)=CC=1. Product: [C:17]([C:3]1[N:4]=[CH:5][C:6]([NH:8][C@H:9]([CH2:13][CH:14]2[CH2:16][CH2:15]2)[C:10]([NH2:12])=[O:11])=[N:7][C:2]=1[NH:19][C:20]1[CH:21]=[N:22][C:23]2[C:28]([CH:29]=1)=[CH:27][CH:26]=[CH:25][CH:24]=2)#[N:18]. The catalyst class is: 231. (5) Reactant: Br[CH2:2][CH2:3][CH2:4][CH2:5][CH2:6][Cl:7].C(=O)([O-])[O-].[Cs+].[Cs+].[OH:14][C:15]1[CH:20]=[CH:19][CH:18]=[CH:17][C:16]=1/[CH:21]=[CH:22]/[CH:23]([CH2:36][C:37]1[CH:42]=[CH:41][C:40]([C:43]([O:45][CH3:46])=[O:44])=[CH:39][CH:38]=1)[CH2:24][CH2:25][C:26]1[CH:35]=[CH:34][C:29]([C:30]([O:32][CH3:33])=[O:31])=[CH:28][CH:27]=1. Product: [Cl:7][CH2:6][CH2:5][CH2:4][CH2:3][CH2:2][O:14][C:15]1[CH:20]=[CH:19][CH:18]=[CH:17][C:16]=1/[CH:21]=[CH:22]/[CH:23]([CH2:36][C:37]1[CH:38]=[CH:39][C:40]([C:43]([O:45][CH3:46])=[O:44])=[CH:41][CH:42]=1)[CH2:24][CH2:25][C:26]1[CH:35]=[CH:34][C:29]([C:30]([O:32][CH3:33])=[O:31])=[CH:28][CH:27]=1. The catalyst class is: 11. (6) Reactant: [Br:1][C:2]1[CH:3]=[C:4]2[C:9](=[CH:10][C:11]=1F)[NH:8][C:7](=[O:13])[CH2:6][CH2:5]2.[Cl:14]N1C(=O)CCC1=O. Product: [Br:1][C:2]1[CH:3]=[C:4]2[C:9](=[C:10]([Cl:14])[CH:11]=1)[NH:8][C:7](=[O:13])[CH2:6][CH2:5]2. The catalyst class is: 9.